From a dataset of Full USPTO retrosynthesis dataset with 1.9M reactions from patents (1976-2016). Predict the reactants needed to synthesize the given product. (1) The reactants are: [OH:1][CH2:2][CH2:3][CH2:4][CH2:5][CH2:6][S:7]([NH:10][CH3:11])(=[O:9])=[O:8].C(N(CC)CC)C.[C:19]1([CH3:29])[CH:24]=[CH:23][C:22]([S:25](Cl)(=[O:27])=[O:26])=[CH:21][CH:20]=1. Given the product [CH3:29][C:19]1[CH:24]=[CH:23][C:22]([S:25]([O:1][CH2:2][CH2:3][CH2:4][CH2:5][CH2:6][S:7](=[O:9])(=[O:8])[NH:10][CH3:11])(=[O:27])=[O:26])=[CH:21][CH:20]=1, predict the reactants needed to synthesize it. (2) Given the product [Si:9]([O:16][C@@H:17]([CH2:21][O:22][CH:23]1[CH2:26][CH2:25][CH2:24]1)[C:18]([NH:40][C:37]1[CH:36]=[CH:35][C:34]([CH3:33])=[CH:39][N:38]=1)=[O:20])([C:12]([CH3:13])([CH3:14])[CH3:15])([CH3:10])[CH3:11], predict the reactants needed to synthesize it. The reactants are: ClC(N(C)C)=C(C)C.[Si:9]([O:16][C@@H:17]([CH2:21][O:22][CH:23]1[CH2:26][CH2:25][CH2:24]1)[C:18]([OH:20])=O)([C:12]([CH3:15])([CH3:14])[CH3:13])([CH3:11])[CH3:10].N1C=CC=CC=1.[CH3:33][C:34]1[CH:35]=[CH:36][C:37]([NH2:40])=[N:38][CH:39]=1.C(O)(=O)CC(CC(O)=O)(C(O)=O)O.